From a dataset of Full USPTO retrosynthesis dataset with 1.9M reactions from patents (1976-2016). Predict the reactants needed to synthesize the given product. Given the product [Cl:1][C:2]1[CH:18]=[CH:17][C:5]2[CH2:6][CH2:7][N:8]([C:11](=[O:16])[C:12]([F:14])([F:13])[F:15])[CH2:9][CH2:10][C:4]=2[C:3]=1[NH:19][CH2:20][C:21]1[CH:22]=[CH:23][C:24]([OH:27])=[CH:25][CH:26]=1, predict the reactants needed to synthesize it. The reactants are: [Cl:1][C:2]1[CH:18]=[CH:17][C:5]2[CH2:6][CH2:7][N:8]([C:11](=[O:16])[C:12]([F:15])([F:14])[F:13])[CH2:9][CH2:10][C:4]=2[C:3]=1[NH:19][CH2:20][C:21]1[CH:26]=[CH:25][C:24]([O:27]C)=[CH:23][CH:22]=1.B(Br)(Br)Br.